Dataset: NCI-60 drug combinations with 297,098 pairs across 59 cell lines. Task: Regression. Given two drug SMILES strings and cell line genomic features, predict the synergy score measuring deviation from expected non-interaction effect. Drug 1: CC1C(C(=O)NC(C(=O)N2CCCC2C(=O)N(CC(=O)N(C(C(=O)O1)C(C)C)C)C)C(C)C)NC(=O)C3=C4C(=C(C=C3)C)OC5=C(C(=O)C(=C(C5=N4)C(=O)NC6C(OC(=O)C(N(C(=O)CN(C(=O)C7CCCN7C(=O)C(NC6=O)C(C)C)C)C)C(C)C)C)N)C. Drug 2: CC1=C(N=C(N=C1N)C(CC(=O)N)NCC(C(=O)N)N)C(=O)NC(C(C2=CN=CN2)OC3C(C(C(C(O3)CO)O)O)OC4C(C(C(C(O4)CO)O)OC(=O)N)O)C(=O)NC(C)C(C(C)C(=O)NC(C(C)O)C(=O)NCCC5=NC(=CS5)C6=NC(=CS6)C(=O)NCCC[S+](C)C)O. Cell line: HCC-2998. Synergy scores: CSS=37.3, Synergy_ZIP=-16.3, Synergy_Bliss=-13.2, Synergy_Loewe=-4.91, Synergy_HSA=-3.75.